From a dataset of Reaction yield outcomes from USPTO patents with 853,638 reactions. Predict the reaction yield, written as a fraction of the theoretical maximum amount of product (1.0 means a 100% yield; for example, 0.34 means a 34% yield). The catalyst is O1CCOCC1.C1C=CC(/C=C/C(/C=C/C2C=CC=CC=2)=O)=CC=1.C1C=CC(/C=C/C(/C=C/C2C=CC=CC=2)=O)=CC=1.C1C=CC(/C=C/C(/C=C/C2C=CC=CC=2)=O)=CC=1.[Pd].[Pd]. The product is [Cl:1][C:2]1[CH:3]=[C:4]([NH:8][C:9]2[N:10]=[CH:11][N:12]=[C:13]([C:15]3[CH:20]=[CH:19][N:18]=[C:17]([N:24]4[CH:23]([CH3:22])[CH2:27][O:26][C:25]4=[O:28])[CH:16]=3)[N:14]=2)[CH:5]=[CH:6][CH:7]=1. The reactants are [Cl:1][C:2]1[CH:3]=[C:4]([NH:8][C:9]2[N:14]=[C:13]([C:15]3[CH:20]=[CH:19][N:18]=[C:17](Cl)[CH:16]=3)[N:12]=[CH:11][N:10]=2)[CH:5]=[CH:6][CH:7]=1.[CH3:22][CH:23]1[CH2:27][O:26][C:25](=[O:28])[NH:24]1.C1(P(C2C=CC=CC=2)C2C=CC3C(=CC=CC=3)C=2C2C3C(=CC=CC=3)C=CC=2P(C2C=CC=CC=2)C2C=CC=CC=2)C=CC=CC=1.CC(C)([O-])C.[Na+]. The yield is 0.640.